The task is: Predict the product of the given reaction.. This data is from Forward reaction prediction with 1.9M reactions from USPTO patents (1976-2016). (1) Given the reactants [F:1][C:2]1[C:3]([C:9]2[N:13]([CH:14]3[CH2:19][CH2:18][O:17][CH2:16][CH2:15]3)[C:12]([CH3:20])=[N:11][CH:10]=2)=[N:4][C:5]([NH2:8])=[N:6][CH:7]=1.Br[C:22]1[CH:23]=[CH:24][C:25]([O:28][CH2:29][CH3:30])=[N:26][CH:27]=1, predict the reaction product. The product is: [CH2:29]([O:28][C:25]1[N:26]=[CH:27][C:22]([NH:8][C:5]2[N:4]=[C:3]([C:9]3[N:13]([CH:14]4[CH2:19][CH2:18][O:17][CH2:16][CH2:15]4)[C:12]([CH3:20])=[N:11][CH:10]=3)[C:2]([F:1])=[CH:7][N:6]=2)=[CH:23][CH:24]=1)[CH3:30]. (2) Given the reactants [C:1]([O:5][C:6](=[O:19])[NH:7][C@@H:8]([C@@H:16]1[CH2:18][O:17]1)[CH2:9][C:10]1[CH:15]=[CH:14][CH:13]=[CH:12][CH:11]=1)([CH3:4])([CH3:3])[CH3:2].[NH:20]1[C:24]2[CH:25]=[CH:26][CH:27]=[CH:28][C:23]=2[N:22]=[N:21]1, predict the reaction product. The product is: [C:1]([O:5][C:6](=[O:19])[NH:7][C@H:8]([CH2:9][C:10]1[CH:15]=[CH:14][CH:13]=[CH:12][CH:11]=1)[C@@H:16]([OH:17])[CH2:18][N:20]1[C:24]2[CH:25]=[CH:26][CH:27]=[CH:28][C:23]=2[N:22]=[N:21]1)([CH3:4])([CH3:3])[CH3:2]. (3) Given the reactants [F:1][C:2]1[CH:7]=[C:6]([NH2:8])[CH:5]=[CH:4][C:3]=1[OH:9].[Cl:10][C:11]1[CH:16]=[C:15](Cl)[CH:14]=[CH:13][N:12]=1, predict the reaction product. The product is: [Cl:10][C:11]1[CH:16]=[C:15]([O:9][C:3]2[CH:4]=[CH:5][C:6]([NH2:8])=[CH:7][C:2]=2[F:1])[CH:14]=[CH:13][N:12]=1.